Dataset: Catalyst prediction with 721,799 reactions and 888 catalyst types from USPTO. Task: Predict which catalyst facilitates the given reaction. (1) Reactant: C1(N)C(F)=C(F)C(F)=C(N)C=1F.Cl.Cl.[NH:15]1[C:23]2[C:18](=[CH:19][CH:20]=[CH:21][CH:22]=2)[C:17](/[CH:24]=[CH:25]/[C:26]2[CH:39]=[CH:38][C:29]([C:30]([N:32]3[CH2:37][CH2:36][NH:35][CH2:34][CH2:33]3)=[O:31])=[CH:28][CH:27]=2)=[N:16]1.CN1CCOCC1.Cl.C(N=C=NCCCN(C)C)C.O.ON1C2C=CC=CC=2N=N1.[C:70]([N:73]([CH2:75][C:76](O)=[O:77])[CH3:74])(=[O:72])[CH3:71]. Product: [C:70]([N:73]([CH2:75][C:76]([N:35]1[CH2:36][CH2:37][N:32]([C:30](=[O:31])[C:29]2[CH:28]=[CH:27][C:26](/[CH:25]=[CH:24]/[C:17]3[C:18]4[C:23](=[CH:22][CH:21]=[CH:20][CH:19]=4)[NH:15][N:16]=3)=[CH:39][CH:38]=2)[CH2:33][CH2:34]1)=[O:77])[CH3:74])(=[O:72])[CH3:71]. The catalyst class is: 147. (2) The catalyst class is: 10. Reactant: [C:1]([O:5][C:6](=[O:35])[NH:7][C@H:8]([C:29]1[CH:34]=[CH:33][CH:32]=[CH:31][CH:30]=1)[CH2:9][N:10]1[C:15](=[O:16])[C:14](Br)=[C:13]([CH3:18])[N:12]([CH2:19][C:20]2[C:25]([F:26])=[CH:24][CH:23]=[CH:22][C:21]=2[F:27])[C:11]1=[O:28])([CH3:4])([CH3:3])[CH3:2].[NH:36]1[CH2:41][CH2:40][NH:39][CH2:38][C:37]1=[O:42]. Product: [C:1]([O:5][C:6](=[O:35])[NH:7][C@H:8]([C:29]1[CH:34]=[CH:33][CH:32]=[CH:31][CH:30]=1)[CH2:9][N:10]1[C:15](=[O:16])[C:14]([N:39]2[CH2:40][CH2:41][NH:36][C:37](=[O:42])[CH2:38]2)=[C:13]([CH3:18])[N:12]([CH2:19][C:20]2[C:25]([F:26])=[CH:24][CH:23]=[CH:22][C:21]=2[F:27])[C:11]1=[O:28])([CH3:4])([CH3:3])[CH3:2].